From a dataset of Catalyst prediction with 721,799 reactions and 888 catalyst types from USPTO. Predict which catalyst facilitates the given reaction. Reactant: [NH2:1][C:2]1[CH:7]=[CH:6][C:5]([S:8][CH:9]2[CH2:14][CH2:13][N:12](C(OC(C)(C)C)=O)[CH2:11][CH2:10]2)=[CH:4][CH:3]=1.FC(F)(F)C(O)=O. Product: [NH:12]1[CH2:11][CH2:10][CH:9]([S:8][C:5]2[CH:6]=[CH:7][C:2]([NH2:1])=[CH:3][CH:4]=2)[CH2:14][CH2:13]1. The catalyst class is: 4.